Dataset: Forward reaction prediction with 1.9M reactions from USPTO patents (1976-2016). Task: Predict the product of the given reaction. (1) Given the reactants [OH:1][CH2:2][CH2:3][C:4](=[O:6])[CH3:5].N1C=CN=C1.[Si:12](Cl)([C:15]([CH3:18])([CH3:17])[CH3:16])([CH3:14])[CH3:13], predict the reaction product. The product is: [Si:12]([O:1][CH2:2][CH2:3][C:4](=[O:6])[CH3:5])([C:15]([CH3:18])([CH3:17])[CH3:16])([CH3:14])[CH3:13]. (2) The product is: [F:1][C:2]1[CH:10]=[C:9]2[C:5]([C:6]([C:12]3[N:13]=[C:14]4[C:20]([C:21]([NH:43][C:37]5([CH3:36])[CH2:42][CH2:41][CH2:40][CH2:39][CH2:38]5)=[O:22])=[CH:19][NH:18][C:15]4=[N:16][CH:17]=3)=[N:7][N:8]2[CH3:11])=[CH:4][CH:3]=1. Given the reactants [F:1][C:2]1[CH:10]=[C:9]2[C:5]([C:6]([C:12]3[N:13]=[C:14]4[C:20]([C:21](O)=[O:22])=[CH:19][NH:18][C:15]4=[N:16][CH:17]=3)=[N:7][N:8]2[CH3:11])=[CH:4][CH:3]=1.CCN=C=NCCCN(C)C.Cl.[CH3:36][C:37]1([NH2:43])[CH2:42][CH2:41][CH2:40][CH2:39][CH2:38]1.O, predict the reaction product. (3) The product is: [C:1]([O:5][C:6]([N:8]1[CH2:22][CH2:21][C:11]2[N:12]([CH3:25])[C:13]3[C:14]([CH3:20])=[CH:15][C:16]([CH3:19])=[CH:17][C:18]=3[C:10]=2[CH2:9]1)=[O:7])([CH3:4])([CH3:2])[CH3:3]. Given the reactants [C:1]([O:5][C:6]([N:8]1[CH2:22][CH2:21][C:11]2[NH:12][C:13]3[C:14]([CH3:20])=[CH:15][C:16]([CH3:19])=[CH:17][C:18]=3[C:10]=2[CH2:9]1)=[O:7])([CH3:4])([CH3:3])[CH3:2].[OH-].[K+].[CH3:25]OCCOC, predict the reaction product. (4) Given the reactants [F:1][C:2]([F:15])([F:14])[N:3]1[CH:7]=[CH:6][CH:5]=[C:4]1[C:8]1[O:12][C:11](S)=[N:10][N:9]=1.F[C:17](F)(F)[N:18]1[CH:22]=[CH:21][CH:20]=[C:19]1[C:23]([NH:25]N)=O.F[C:30](F)(F)N1C=CC=C1C(OC)=O.N1C=CC=C1C(OC)=O, predict the reaction product. The product is: [N:18]12[CH2:22][CH2:21][CH:20]([CH2:30][CH2:17]1)[N:25]([C:11]1[O:12][C:8]([C:4]3[N:3]([C:2]([F:15])([F:14])[F:1])[CH:7]=[CH:6][CH:5]=3)=[N:9][N:10]=1)[CH2:23][CH2:19]2. (5) Given the reactants [Si]([O:8][CH:9]([C:22]1[O:23][C:24]([C:27]2[CH:32]=[CH:31][C:30]([N+:33]([O-:35])=[O:34])=[CH:29][CH:28]=2)=[CH:25][N:26]=1)[CH2:10][CH2:11][CH2:12][CH2:13][CH2:14][CH2:15][C:16]1[CH:21]=[CH:20][CH:19]=[CH:18][CH:17]=1)(C(C)(C)C)(C)C.[Si](OC(C1OC([Sn](CCCC)(CCCC)CCCC)=CN=1)CCCCCCC1C=CC=CC=1)(C(C)(C)C)(C)C.IC1C=CC([N+]([O-])=O)=CC=1, predict the reaction product. The product is: [N+:33]([C:30]1[CH:29]=[CH:28][C:27]([C:24]2[O:23][C:22]([C:9](=[O:8])[CH2:10][CH2:11][CH2:12][CH2:13][CH2:14][CH2:15][C:16]3[CH:17]=[CH:18][CH:19]=[CH:20][CH:21]=3)=[N:26][CH:25]=2)=[CH:32][CH:31]=1)([O-:35])=[O:34]. (6) Given the reactants Br[C:2]1[CH:6]=[CH:5][O:4][CH:3]=1.[Li]CCCC.[CH:12]([Si:15]([CH:36]([CH3:38])[CH3:37])([CH:33]([CH3:35])[CH3:34])[O:16][C:17]1[CH:24]=[C:23]2[C:20]([CH2:21][C:22]2([CH2:27][CH2:28][CH:29]=[O:30])[C:25]#[N:26])=[CH:19][C:18]=1[O:31][CH3:32])([CH3:14])[CH3:13].[NH4+].[Cl-], predict the reaction product. The product is: [O:4]1[CH:5]=[CH:6][C:2]([CH:29]([OH:30])[CH2:28][CH2:27][C:22]2([C:25]#[N:26])[CH2:21][C:20]3[C:23]2=[CH:24][C:17]([O:16][Si:15]([CH:12]([CH3:14])[CH3:13])([CH:36]([CH3:37])[CH3:38])[CH:33]([CH3:35])[CH3:34])=[C:18]([O:31][CH3:32])[CH:19]=3)=[CH:3]1. (7) The product is: [Br:31][CH2:32][CH2:33][CH2:34][CH2:35][C:36]([NH:25][C:24]1[CH:26]=[CH:27][C:28]([F:30])=[CH:29][C:23]=1[F:22])=[O:37]. Given the reactants CCN=C=NCCCN(C)C.C1C=CC2N(O)N=NC=2C=1.[F:22][C:23]1[CH:29]=[C:28]([F:30])[CH:27]=[CH:26][C:24]=1[NH2:25].[Br:31][CH2:32][CH2:33][CH2:34][CH2:35][C:36](O)=[O:37], predict the reaction product.